Dataset: Forward reaction prediction with 1.9M reactions from USPTO patents (1976-2016). Task: Predict the product of the given reaction. Given the reactants [NH2:1][C:2]1[CH:3]=[CH:4][C:5]([CH:11]2[CH2:16][CH2:15][N:14](C(OC(C)(C)C)=O)[CH2:13][CH2:12]2)=[N:6][C:7]=1[C:8](=[O:10])[NH2:9].[ClH:24], predict the reaction product. The product is: [ClH:24].[NH2:1][C:2]1[C:7]([C:8]([NH2:9])=[O:10])=[N:6][C:5]([CH:11]2[CH2:16][CH2:15][NH:14][CH2:13][CH2:12]2)=[CH:4][CH:3]=1.